Dataset: NCI-60 drug combinations with 297,098 pairs across 59 cell lines. Task: Regression. Given two drug SMILES strings and cell line genomic features, predict the synergy score measuring deviation from expected non-interaction effect. Drug 1: CS(=O)(=O)OCCCCOS(=O)(=O)C. Drug 2: CC1=C(C(=O)C2=C(C1=O)N3CC4C(C3(C2COC(=O)N)OC)N4)N. Cell line: NCI/ADR-RES. Synergy scores: CSS=16.6, Synergy_ZIP=2.16, Synergy_Bliss=4.62, Synergy_Loewe=-23.5, Synergy_HSA=-2.06.